The task is: Predict the reactants needed to synthesize the given product.. This data is from Full USPTO retrosynthesis dataset with 1.9M reactions from patents (1976-2016). (1) Given the product [Cl-:22].[Br:1][C:2]1[CH:7]=[CH:6][C:5]([C@@H:8]([C:16]2[N:17]=[N:18][N:19]([CH3:21])[CH:20]=2)[NH3+:9])=[CH:4][CH:3]=1, predict the reactants needed to synthesize it. The reactants are: [Br:1][C:2]1[CH:7]=[CH:6][C:5]([C@@H:8]([C:16]2[N:17]=[N:18][N:19]([CH3:21])[CH:20]=2)[NH:9]S(C(C)(C)C)=O)=[CH:4][CH:3]=1.[ClH:22]. (2) Given the product [ClH:32].[CH3:1][O:2][C:3]1[CH:4]=[C:5]([CH:29]=[CH:30][CH:31]=1)[CH2:6][C:7]1[O:11][C:10]([NH:12][C:13]2[CH:14]=[C:15]3[C:19](=[CH:20][CH:21]=2)[NH:18][N:17]=[CH:16]3)=[N:9][N:8]=1, predict the reactants needed to synthesize it. The reactants are: [CH3:1][O:2][C:3]1[CH:4]=[C:5]([CH:29]=[CH:30][CH:31]=1)[CH2:6][C:7]1[O:11][C:10]([NH:12][C:13]2[CH:14]=[C:15]3[C:19](=[CH:20][CH:21]=2)[N:18](C(OC(C)(C)C)=O)[N:17]=[CH:16]3)=[N:9][N:8]=1.[ClH:32]. (3) Given the product [CH3:31][C:22]1([CH3:32])[CH2:23][CH2:24][C:25]2[C:30]3=[C:29]([C:19]([C:17]4[C:16](=[O:33])[NH:13][C:11](=[O:12])[C:10]=4[C:3]4[C:4]5[C:9](=[CH:8][CH:7]=[CH:6][CH:5]=5)[NH:1][CH:2]=4)=[CH:20][N:21]13)[CH:28]=[CH:27][CH:26]=2, predict the reactants needed to synthesize it. The reactants are: [NH:1]1[C:9]2[C:4](=[CH:5][CH:6]=[CH:7][CH:8]=2)[C:3]([CH2:10][C:11]([NH2:13])=[O:12])=[CH:2]1.CO[C:16](=[O:33])[C:17]([C:19]1[C:29]2=[C:30]3[C:25](=[CH:26][CH:27]=[CH:28]2)[CH2:24][CH2:23][C:22]([CH3:32])([CH3:31])[N:21]3[CH:20]=1)=O. (4) Given the product [CH3:18][O:17][C:13]1[CH:12]=[C:11]2[C:16](=[CH:15][CH:14]=1)[CH:1]([C:2]1[CH:3]=[CH:4][CH:5]=[CH:6][CH:7]=1)[NH:8][CH2:9][CH2:10]2, predict the reactants needed to synthesize it. The reactants are: [CH:1](=[N:8][CH2:9][CH2:10][C:11]1[CH:16]=[CH:15][CH:14]=[C:13]([O:17][CH3:18])[CH:12]=1)[C:2]1[CH:7]=[CH:6][CH:5]=[CH:4][CH:3]=1.[OH-].[Na+]. (5) Given the product [F:18][C:14]1[CH:13]=[C:12]([CH:17]=[CH:16][CH:15]=1)[CH2:11][NH:10][C:8]([C:7]1[C:2](/[CH:26]=[CH:27]/[CH3:28])=[N:3][C:4]([N:20]2[CH2:25][CH2:24][O:23][CH2:22][CH2:21]2)=[CH:5][C:6]=1[CH3:19])=[O:9], predict the reactants needed to synthesize it. The reactants are: Cl[C:2]1[C:7]([C:8]([NH:10][CH2:11][C:12]2[CH:17]=[CH:16][CH:15]=[C:14]([F:18])[CH:13]=2)=[O:9])=[C:6]([CH3:19])[CH:5]=[C:4]([N:20]2[CH2:25][CH2:24][O:23][CH2:22][CH2:21]2)[N:3]=1.[CH:26](/B(O)O)=[CH:27]\[CH3:28].CCO.